Dataset: Reaction yield outcomes from USPTO patents with 853,638 reactions. Task: Predict the reaction yield, written as a fraction of the theoretical maximum amount of product (1.0 means a 100% yield; for example, 0.34 means a 34% yield). (1) The reactants are [CH2:1]1[CH:10]2[C:11]3(Br)[CH2:12][CH:7]4[CH2:8][CH:9]2[C:14]2(Br)[CH2:15]C1CC3[CH:5]2[CH2:6]4.[CH3:17][Mg]Br.O([CH2:25][CH2:26][CH2:27][CH3:28])[CH2:25][CH2:26][CH2:27][CH3:28]. No catalyst specified. The product is [CH3:17][C:9]12[C@@H:14]3[C@H:5]4[C:27]5([CH3:28])[CH2:26][CH:25]([CH2:15]3)[CH2:1][C@@H:10]1[C@H:11]5[CH2:12][CH:7]([CH2:6]4)[CH2:8]2. The yield is 0.965. (2) The reactants are C([N-]C(C)C)(C)C.[Li+].[F:9][C:10]([F:22])([F:21])[C:11]1[CH:12]=[C:13]([CH2:17][C:18]([OH:20])=[O:19])[CH:14]=[CH:15][CH:16]=1.I[CH2:24][CH:25]1[CH2:29][CH2:28][CH2:27][CH2:26]1. The catalyst is O1CCCC1.CN1CCCN(C)C1=O.CN1CCCN(C)C1=O. The product is [CH:25]1([CH2:24][CH:17]([C:13]2[CH:14]=[CH:15][CH:16]=[C:11]([C:10]([F:21])([F:22])[F:9])[CH:12]=2)[C:18]([OH:20])=[O:19])[CH2:29][CH2:28][CH2:27][CH2:26]1. The yield is 0.805. (3) The reactants are [F:1][C:2]1[CH:7]=[CH:6][C:5]([CH:8]2[C:16]3[C:11](=[CH:12][C:13]([CH2:17][OH:18])=[CH:14][CH:15]=3)[CH2:10][O:9]2)=[CH:4][CH:3]=1. The catalyst is COC(C)(C)C.[O-2].[O-2].[Mn+4]. The product is [F:1][C:2]1[CH:7]=[CH:6][C:5]([CH:8]2[C:16]3[C:11](=[CH:12][C:13]([CH:17]=[O:18])=[CH:14][CH:15]=3)[CH2:10][O:9]2)=[CH:4][CH:3]=1. The yield is 0.870. (4) The reactants are [CH:1]1([S:4]([C:7]2[CH:12]=[CH:11][C:10]([CH:13]([CH2:26][CH:27]3[CH2:32][CH2:31][O:30][CH2:29][CH2:28]3)[C:14](=O)[CH2:15][CH2:16][C:17]([C:19]3[CH:24]=[CH:23][CH:22]=[CH:21][N:20]=3)=O)=[CH:9][CH:8]=2)(=[O:6])=[O:5])[CH2:3][CH2:2]1.C([O-])(=O)C.[NH4+:37]. The catalyst is CN(C)C=O.C(OCC)(=O)C. The product is [CH:1]1([S:4]([C:7]2[CH:12]=[CH:11][C:10]([CH:13]([C:14]3[NH:37][C:17]([C:19]4[CH:24]=[CH:23][CH:22]=[CH:21][N:20]=4)=[CH:16][CH:15]=3)[CH2:26][CH:27]3[CH2:28][CH2:29][O:30][CH2:31][CH2:32]3)=[CH:9][CH:8]=2)(=[O:6])=[O:5])[CH2:3][CH2:2]1. The yield is 0.450. (5) The reactants are [C:1]([O:5][C:6]([C:8]1([CH2:11][CH:12]=C)[CH2:10][CH2:9]1)=[O:7])([CH3:4])([CH3:3])[CH3:2].CSC.C(N(CC)CC)C.[Cl-].[NH4+].C[OH:27]. The catalyst is C(Cl)Cl. The product is [C:1]([O:5][C:6]([C:8]1([CH2:11][CH:12]=[O:27])[CH2:10][CH2:9]1)=[O:7])([CH3:4])([CH3:3])[CH3:2]. The yield is 0.560. (6) The reactants are [NH2:1][C:2]1[CH:7]=[CH:6][CH:5]=[CH:4][C:3]=1[S:8]SNC1C=CC=CC=1.[C:17]([O:21][CH2:22][CH3:23])(=[O:20])[C:18]#[CH:19]. The catalyst is C(OCC)(=O)C.CCCCCC. The product is [S:8]1[C:3]2[CH:4]=[CH:5][CH:6]=[CH:7][C:2]=2[NH:1][CH:19]=[C:18]1[C:17]([O:21][CH2:22][CH3:23])=[O:20]. The yield is 0.230. (7) The reactants are [CH2:1]([C:4]([CH2:35][CH:36]=C)([CH:8]([CH2:31][CH:32]([CH3:34])[CH3:33])[C:9]([NH:11][CH:12]1[C:18](=[O:19])[N:17]([CH3:20])[C:16]2[CH:21]=[CH:22][CH:23]=[CH:24][C:15]=2[C:14]([C:25]2[CH:30]=[CH:29][CH:28]=[CH:27][CH:26]=2)=[N:13]1)=[O:10])[C:5]([NH2:7])=[O:6])[CH:2]=C.C. The catalyst is C1(C)C=CC=CC=1.C(Cl)Cl.Cl[Ru](=CC1C=CC=CC=1)([P](C1CCCCC1)(C1CCCCC1)C1CCCCC1)([P](C1CCCCC1)(C1CCCCC1)C1CCCCC1)Cl.C=CC1C=CC=CC=1.C1C=CC(P(C2C=CC=CC=2)C2C=CC=CC=2)=CC=1.C1C=CC(P(C2C=CC=CC=2)C2C=CC=CC=2)=CC=1.Cl[Ru]Cl. The product is [CH3:34][CH:32]([CH3:33])[CH2:31][C@H:8]([C:4]1([C:5]([NH2:7])=[O:6])[CH2:35][CH:36]=[CH:2][CH2:1]1)[C:9](=[O:10])[NH:11][CH:12]1[N:13]=[C:14]([C:25]2[CH:30]=[CH:29][CH:28]=[CH:27][CH:26]=2)[C:15]2[CH:24]=[CH:23][CH:22]=[CH:21][C:16]=2[N:17]([CH3:20])[C:18]1=[O:19]. The yield is 0.460. (8) The reactants are [CH3:1][O:2][C:3]1[C:11]([N+:12]([O-:14])=[O:13])=[C:10]2[C:6]([C:7](=[O:16])[C:8](=O)[NH:9]2)=[CH:5][CH:4]=1.C(=O)([O-])[O-].[Cs+].[Cs+].[Cl:23][CH2:24][CH2:25]CI.[OH-:28].[Na+].OO.Cl. The catalyst is CN(C)C(=O)C. The product is [Cl:23][CH2:24][CH2:25][CH2:8][NH:9][C:10]1[C:11]([N+:12]([O-:14])=[O:13])=[C:3]([O:2][CH3:1])[CH:4]=[CH:5][C:6]=1[C:7]([OH:16])=[O:28]. The yield is 0.970.